From a dataset of Forward reaction prediction with 1.9M reactions from USPTO patents (1976-2016). Predict the product of the given reaction. (1) Given the reactants CO.[ClH:3].Cl.Cl.[CH3:6][O:7][C:8]1[CH:13]=[CH:12][C:11]([NH:14][C:15]([NH:17][C:18]([NH:20][CH2:21][CH2:22][CH2:23][CH2:24][CH2:25][CH2:26][CH2:27][CH2:28][CH2:29][CH3:30])=[NH:19])=[NH:16])=[CH:10][CH:9]=1.[CH3:31][C:32]([CH3:34])=O, predict the reaction product. The product is: [ClH:3].[NH2:16][C:15]1[N:14]([C:11]2[CH:10]=[CH:9][C:8]([O:7][CH3:6])=[CH:13][CH:12]=2)[C:32]([CH3:34])([CH3:31])[N:19]=[C:18]([NH:20][CH2:21][CH2:22][CH2:23][CH2:24][CH2:25][CH2:26][CH2:27][CH2:28][CH2:29][CH3:30])[N:17]=1. (2) Given the reactants NC(N)=O.C=O.[NH2:7][CH2:8][C:9]([OH:11])=[O:10].[C:12]([OH:15])(=[O:14])[CH3:13], predict the reaction product. The product is: [NH:7]([CH2:13][C:12]([OH:15])=[O:14])[CH2:8][C:9]([OH:11])=[O:10]. (3) Given the reactants [CH2:1]([O:8][C:9]1[CH:14]=[CH:13][C:12]([Br:15])=[CH:11][C:10]=1[N+:16]([O-])=O)[C:2]1[CH:7]=[CH:6][CH:5]=[CH:4][CH:3]=1.[NH4+].[Cl-], predict the reaction product. The product is: [CH2:1]([O:8][C:9]1[CH:14]=[CH:13][C:12]([Br:15])=[CH:11][C:10]=1[NH2:16])[C:2]1[CH:7]=[CH:6][CH:5]=[CH:4][CH:3]=1. (4) Given the reactants Cl.[C:2]([NH:6][OH:7])([CH3:5])([CH3:4])[CH3:3].[CH3:8][O:9][P:10]([C:14]1[CH:21]=[CH:20][CH:19]=[CH:18][C:15]=1[CH:16]=O)([O:12][CH3:13])=[O:11], predict the reaction product. The product is: [C:2]([N+:6]([O-:7])=[CH:16][C:15]1[CH:18]=[CH:19][CH:20]=[CH:21][C:14]=1[P:10]([O:12][CH3:13])([O:9][CH3:8])=[O:11])([CH3:5])([CH3:4])[CH3:3]. (5) The product is: [NH2:1][C:2]1[C:3]([C:4]([OH:6])=[O:5])=[C:7]([F:11])[C:8]([Br:12])=[CH:9][CH:10]=1. Given the reactants [NH2:1][C:2]1[CH:10]=[CH:9][CH:8]=[C:7]([F:11])[C:3]=1[C:4]([OH:6])=[O:5].[Br:12]Br, predict the reaction product. (6) Given the reactants [CH:1]([C:4]1[C:8]([CH:9]([CH3:11])[CH3:10])=[C:7]([CH:12]([CH3:14])[CH3:13])[NH:6][C:5]=1[C:15]([OH:17])=O)([CH3:3])[CH3:2].[NH2:18][C:19]1[CH:28]=[CH:27][C:22]([C:23]([O:25][CH3:26])=[O:24])=[CH:21][CH:20]=1, predict the reaction product. The product is: [CH:1]([C:4]1[C:8]([CH:9]([CH3:10])[CH3:11])=[C:7]([CH:12]([CH3:13])[CH3:14])[NH:6][C:5]=1[C:15]([NH:18][C:19]1[CH:20]=[CH:21][C:22]([C:23]([O:25][CH3:26])=[O:24])=[CH:27][CH:28]=1)=[O:17])([CH3:2])[CH3:3]. (7) Given the reactants [C:1]([C:5]1[CH:10]=[C:9]([CH3:11])[C:8]([S:12](Cl)(=[O:14])=[O:13])=[C:7]([CH3:16])[CH:6]=1)([CH3:4])([CH3:3])[CH3:2].[Cl:17][C:18]1[C:24]([C:25]([F:28])([F:27])[F:26])=[CH:23][C:22]([C:29]([F:32])([F:31])[F:30])=[CH:21][C:19]=1[NH2:20], predict the reaction product. The product is: [C:1]([C:5]1[CH:10]=[C:9]([CH3:11])[C:8]([S:12]([NH:20][C:19]2[CH:21]=[C:22]([C:29]([F:30])([F:31])[F:32])[CH:23]=[C:24]([C:25]([F:26])([F:27])[F:28])[C:18]=2[Cl:17])(=[O:14])=[O:13])=[C:7]([CH3:16])[CH:6]=1)([CH3:4])([CH3:3])[CH3:2]. (8) Given the reactants [CH3:1][N:2]1[C:6]([CH3:7])=[C:5]([C:8]2[CH:9]=[C:10]([CH:19]=[CH:20][CH:21]=2)[CH2:11][CH2:12][O:13][CH2:14][CH2:15][C:16]([OH:18])=O)[CH:4]=[N:3]1.CCN(C(C)C)C(C)C.CN(C(ON1N=NC2C=CC=NC1=2)=[N+](C)C)C.F[P-](F)(F)(F)(F)F.[CH3:55][O:56][CH:57]([O:66][CH3:67])[CH2:58][NH:59][CH:60]1[CH2:65][CH2:64][CH2:63][CH2:62][CH2:61]1, predict the reaction product. The product is: [CH:60]1([N:59]([CH2:58][CH:57]([O:66][CH3:67])[O:56][CH3:55])[C:16](=[O:18])[CH2:15][CH2:14][O:13][CH2:12][CH2:11][C:10]2[CH:19]=[CH:20][CH:21]=[C:8]([C:5]3[CH:4]=[N:3][N:2]([CH3:1])[C:6]=3[CH3:7])[CH:9]=2)[CH2:65][CH2:64][CH2:63][CH2:62][CH2:61]1.